This data is from Full USPTO retrosynthesis dataset with 1.9M reactions from patents (1976-2016). The task is: Predict the reactants needed to synthesize the given product. (1) The reactants are: [CH2:1]([C:8]1[S:12][C:11]([NH:13][C:14](=[O:35])[CH2:15][CH2:16][C:17]([C:19]2[CH:20]=[CH:21][C:22]([O:32][CH2:33][CH3:34])=[C:23](/[CH:25]=[CH:26]/[C:27]([O:29]CC)=[O:28])[CH:24]=2)=[O:18])=[N:10][C:9]=1[C:36]1[CH:41]=[CH:40][CH:39]=[CH:38][CH:37]=1)[C:2]1[CH:7]=[CH:6][CH:5]=[CH:4][CH:3]=1.CO.[OH-].[Na+]. Given the product [CH2:1]([C:8]1[S:12][C:11]([NH:13][C:14](=[O:35])[CH2:15][CH2:16][C:17]([C:19]2[CH:20]=[CH:21][C:22]([O:32][CH2:33][CH3:34])=[C:23](/[CH:25]=[CH:26]/[C:27]([OH:29])=[O:28])[CH:24]=2)=[O:18])=[N:10][C:9]=1[C:36]1[CH:37]=[CH:38][CH:39]=[CH:40][CH:41]=1)[C:2]1[CH:7]=[CH:6][CH:5]=[CH:4][CH:3]=1, predict the reactants needed to synthesize it. (2) Given the product [F:17][C:18]1[CH:19]=[C:20]([C:25]#[C:26][CH2:27][CH:28]2[CH2:29][CH2:30][NH:31][CH2:32][CH2:33]2)[CH:21]=[C:22]([F:24])[CH:23]=1, predict the reactants needed to synthesize it. The reactants are: CC1C=CC=C(C#CC=C2CCNCC2)N=1.[F:17][C:18]1[CH:19]=[C:20]([C:25]#[C:26][CH2:27][CH:28]2[CH2:33][CH2:32][N:31](C(OC(C)(C)C)=O)[CH2:30][CH2:29]2)[CH:21]=[C:22]([F:24])[CH:23]=1. (3) Given the product [CH2:1]([CH:6]1[C:7](=[O:11])[CH2:8][CH2:9][CH:10]1[CH:13]([C:12]([O:19][CH3:20])=[O:18])[C:14]([O:16][CH3:17])=[O:15])[CH2:2][CH2:3][CH2:4][CH3:5], predict the reactants needed to synthesize it. The reactants are: [CH2:1]([C:6]1[C:7](=[O:11])[CH2:8][CH2:9][CH:10]=1)[CH2:2][CH2:3][CH2:4][CH3:5].[C:12]([O:19][CH3:20])(=[O:18])[CH2:13][C:14]([O:16][CH3:17])=[O:15].C[O-].[Na+]. (4) Given the product [F:15][C:16]1[CH:21]=[CH:20][CH:19]=[CH:18][C:17]=1[C:2]1[C:11]([CH:12]=[O:13])=[CH:10][C:9]2[C:4](=[C:5]([CH3:14])[CH:6]=[CH:7][CH:8]=2)[N:3]=1, predict the reactants needed to synthesize it. The reactants are: Cl[C:2]1[C:11]([CH:12]=[O:13])=[CH:10][C:9]2[C:4](=[C:5]([CH3:14])[CH:6]=[CH:7][CH:8]=2)[N:3]=1.[F:15][C:16]1[CH:21]=[CH:20][CH:19]=[CH:18][C:17]=1B(O)O.C(=O)([O-])[O-].[Na+].[Na+]. (5) Given the product [CH3:39][C:40]1([CH3:48])[O:44][C@@H:43]([CH2:45][CH2:46][NH:47][C:36]([CH:16]2[CH:15]([C:11]3[CH:12]=[CH:13][CH:14]=[C:9]([Cl:8])[CH:10]=3)[C:19]([C:22]3[CH:23]=[CH:24][C:25]([Cl:28])=[CH:26][CH:27]=3)([C:20]#[N:21])[CH:18]([C:29]3[CH:34]=[CH:33][CH:32]=[C:31]([Cl:35])[CH:30]=3)[NH:17]2)=[O:38])[CH2:42][O:41]1, predict the reactants needed to synthesize it. The reactants are: FC(F)(F)C(O)=O.[Cl:8][C:9]1[CH:10]=[C:11]([CH:15]2[C:19]([C:22]3[CH:27]=[CH:26][C:25]([Cl:28])=[CH:24][CH:23]=3)([C:20]#[N:21])[CH:18]([C:29]3[CH:34]=[CH:33][CH:32]=[C:31]([Cl:35])[CH:30]=3)[NH:17][CH:16]2[C:36]([OH:38])=O)[CH:12]=[CH:13][CH:14]=1.[CH3:39][C:40]1([CH3:48])[O:44][C@@H:43]([CH2:45][CH2:46][NH2:47])[CH2:42][O:41]1.CN(C(ON1N=NC2C=CC=NC1=2)=[N+](C)C)C.F[P-](F)(F)(F)(F)F.CCN(C(C)C)C(C)C. (6) Given the product [CH:11]1([C:14]2[CH:19]=[CH:18][CH:17]=[C:16]([CH3:20])[C:15]=2[O-:21])[CH2:13][CH2:12]1.[Na+:2], predict the reactants needed to synthesize it. The reactants are: [OH-].[Na+:2].C1(C)C(C)=CC=CC=1.[CH:11]1([C:14]2[CH:19]=[CH:18][CH:17]=[C:16]([CH3:20])[C:15]=2[OH:21])[CH2:13][CH2:12]1.